Regression. Given two drug SMILES strings and cell line genomic features, predict the synergy score measuring deviation from expected non-interaction effect. From a dataset of NCI-60 drug combinations with 297,098 pairs across 59 cell lines. (1) Drug 1: COC1=C(C=C2C(=C1)N=CN=C2NC3=CC(=C(C=C3)F)Cl)OCCCN4CCOCC4. Drug 2: C1=NC2=C(N=C(N=C2N1C3C(C(C(O3)CO)O)F)Cl)N. Cell line: IGROV1. Synergy scores: CSS=42.9, Synergy_ZIP=-4.14, Synergy_Bliss=-5.92, Synergy_Loewe=-5.50, Synergy_HSA=-1.90. (2) Drug 1: CC1=C2C(C(=O)C3(C(CC4C(C3C(C(C2(C)C)(CC1OC(=O)C(C(C5=CC=CC=C5)NC(=O)C6=CC=CC=C6)O)O)OC(=O)C7=CC=CC=C7)(CO4)OC(=O)C)O)C)OC(=O)C. Drug 2: C1=CC=C(C(=C1)C(C2=CC=C(C=C2)Cl)C(Cl)Cl)Cl. Cell line: TK-10. Synergy scores: CSS=20.4, Synergy_ZIP=-0.474, Synergy_Bliss=1.19, Synergy_Loewe=-33.0, Synergy_HSA=-0.371. (3) Drug 1: CCCCCOC(=O)NC1=NC(=O)N(C=C1F)C2C(C(C(O2)C)O)O. Drug 2: C1CC(=O)NC(=O)C1N2C(=O)C3=CC=CC=C3C2=O. Cell line: NCI/ADR-RES. Synergy scores: CSS=-11.8, Synergy_ZIP=9.52, Synergy_Bliss=8.32, Synergy_Loewe=-9.29, Synergy_HSA=-7.67. (4) Drug 1: CC(C)(C#N)C1=CC(=CC(=C1)CN2C=NC=N2)C(C)(C)C#N. Drug 2: C1CCC(C(C1)N)N.C(=O)(C(=O)[O-])[O-].[Pt+4]. Cell line: NCI-H322M. Synergy scores: CSS=-0.532, Synergy_ZIP=-0.452, Synergy_Bliss=-0.888, Synergy_Loewe=-3.85, Synergy_HSA=-3.51. (5) Drug 1: C1=NC(=NC(=O)N1C2C(C(C(O2)CO)O)O)N. Drug 2: CCN(CC)CCCC(C)NC1=C2C=C(C=CC2=NC3=C1C=CC(=C3)Cl)OC. Cell line: NCIH23. Synergy scores: CSS=28.2, Synergy_ZIP=-8.52, Synergy_Bliss=-5.08, Synergy_Loewe=-7.40, Synergy_HSA=-2.32. (6) Drug 1: C1CCC(C1)C(CC#N)N2C=C(C=N2)C3=C4C=CNC4=NC=N3. Drug 2: C1=C(C(=O)NC(=O)N1)N(CCCl)CCCl. Cell line: HL-60(TB). Synergy scores: CSS=46.5, Synergy_ZIP=6.72, Synergy_Bliss=10.2, Synergy_Loewe=-8.10, Synergy_HSA=4.02. (7) Drug 1: CC1=C2C(C(=O)C3(C(CC4C(C3C(C(C2(C)C)(CC1OC(=O)C(C(C5=CC=CC=C5)NC(=O)OC(C)(C)C)O)O)OC(=O)C6=CC=CC=C6)(CO4)OC(=O)C)OC)C)OC. Drug 2: CCCCCOC(=O)NC1=NC(=O)N(C=C1F)C2C(C(C(O2)C)O)O. Cell line: SR. Synergy scores: CSS=73.2, Synergy_ZIP=3.28, Synergy_Bliss=5.21, Synergy_Loewe=-8.06, Synergy_HSA=5.24. (8) Drug 1: CS(=O)(=O)C1=CC(=C(C=C1)C(=O)NC2=CC(=C(C=C2)Cl)C3=CC=CC=N3)Cl. Drug 2: CNC(=O)C1=CC=CC=C1SC2=CC3=C(C=C2)C(=NN3)C=CC4=CC=CC=N4. Cell line: NCI-H522. Synergy scores: CSS=16.7, Synergy_ZIP=-3.69, Synergy_Bliss=3.85, Synergy_Loewe=0.576, Synergy_HSA=3.81.